This data is from Forward reaction prediction with 1.9M reactions from USPTO patents (1976-2016). The task is: Predict the product of the given reaction. (1) Given the reactants [Br:1][C:2]1[C:3](Cl)=[N:4][C:5]([CH3:8])=[CH:6][CH:7]=1.[CH3:10][O-:11].[Na+], predict the reaction product. The product is: [Br:1][C:2]1[C:3]([O:11][CH3:10])=[N:4][C:5]([CH3:8])=[CH:6][CH:7]=1. (2) The product is: [F:32][C:2]1([F:1])[O:6][C:5]2[CH:7]=[CH:8][C:9]([C:11]3([C:14]([NH:16][C:17]4[CH:18]=[CH:19][C:20]([CH3:31])=[C:21]([C:23]5[CH:28]=[CH:27][C:26](=[O:29])[NH:25][CH:24]=5)[N:22]=4)=[O:15])[CH2:13][CH2:12]3)=[CH:10][C:4]=2[O:3]1. Given the reactants [F:1][C:2]1([F:32])[O:6][C:5]2[CH:7]=[CH:8][C:9]([C:11]3([C:14]([NH:16][C:17]4[N:22]=[C:21]([C:23]5[CH:24]=[N:25][C:26]([O:29]C)=[CH:27][CH:28]=5)[C:20]([CH3:31])=[CH:19][CH:18]=4)=[O:15])[CH2:13][CH2:12]3)=[CH:10][C:4]=2[O:3]1.C(N(CC)CC)C, predict the reaction product. (3) Given the reactants Cl.[CH2:2]([O:4][C:5]([CH:7]1[CH2:12][CH2:11][N:10](CC2C=CC=CC=2)[CH2:9][C:8]1=[O:20])=[O:6])[CH3:3].[C:32]([O:31][C:29](O[C:29]([O:31][C:32]([CH3:35])([CH3:34])[CH3:33])=[O:30])=[O:30])([CH3:35])([CH3:34])[CH3:33].C(N(CC)CC)C.[H][H], predict the reaction product. The product is: [CH2:2]([O:4][C:5]([CH:7]1[CH2:12][CH2:11][N:10]([C:29]([O:31][C:32]([CH3:33])([CH3:34])[CH3:35])=[O:30])[CH2:9][C:8]1=[O:20])=[O:6])[CH3:3]. (4) The product is: [Cl:1][C:2]1[CH:10]=[C:9]([Cl:11])[CH:8]=[C:7]([Cl:12])[C:3]=1[C:4]([Cl:15])=[O:5]. Given the reactants [Cl:1][C:2]1[CH:10]=[C:9]([Cl:11])[CH:8]=[C:7]([Cl:12])[C:3]=1[C:4](O)=[O:5].O=S(Cl)[Cl:15], predict the reaction product. (5) Given the reactants P([O:13][CH2:14][C@H:15]1[O:19][C@@H:18]([N:20]2[C:29]3[N:28]=[CH:27][N:26]=[C:24]([NH2:25])[C:23]=3[N:22]=[CH:21]2)[C@H:17]([OH:30])[C@@H:16]1[OH:31])(OP(OP(O)(O)=O)(O)=O)(=O)O.P(OC[C@H]1O[C@@H](N2C3N=CN=C(N)C=3N=C2)[C@H](O)[C@@H]1O)(OP(O)(O)=O)(=O)O.C1N=C(N)C2N=CN([C@@H]3O[C@H](COP(O)(O)=O)[C@@H](O)[C@H]3O)C=2N=1, predict the reaction product. The product is: [C@@H:18]1([N:20]2[C:29]3[N:28]=[CH:27][N:26]=[C:24]([NH2:25])[C:23]=3[N:22]=[CH:21]2)[O:19][C@H:15]([CH2:14][OH:13])[C@@H:16]([OH:31])[C@H:17]1[OH:30].